Dataset: Reaction yield outcomes from USPTO patents with 853,638 reactions. Task: Predict the reaction yield, written as a fraction of the theoretical maximum amount of product (1.0 means a 100% yield; for example, 0.34 means a 34% yield). (1) The reactants are C([Mg]Cl)(C)C.Br[C:7]1[CH:12]=[CH:11][CH:10]=[CH:9][C:8]=1[F:13].[O:14]=[C:15]1[CH2:18][N:17]([C:19]([O:21][C:22]([CH3:25])([CH3:24])[CH3:23])=[O:20])[CH2:16]1.[Cl-].[NH4+]. The catalyst is O1CCCC1. The product is [F:13][C:8]1[CH:9]=[CH:10][CH:11]=[CH:12][C:7]=1[C:15]1([OH:14])[CH2:16][N:17]([C:19]([O:21][C:22]([CH3:24])([CH3:23])[CH3:25])=[O:20])[CH2:18]1. The yield is 0.140. (2) The reactants are [CH2:1]([N:8]1[C:12]([C:13]([F:16])([F:15])[F:14])=[CH:11][C:10]([C:17]2[CH:22]=[CH:21][C:20]([Cl:23])=[CH:19][CH:18]=2)=[C:9]1[C:24]([N:26]([CH2:28][C:29]([C:32]#[N:33])([CH3:31])[CH3:30])[CH3:27])=[O:25])[C:2]1[CH:7]=[CH:6][CH:5]=[CH:4][CH:3]=1.[BH4-].[Na+]. The catalyst is CO. The product is [NH2:33][CH2:32][C:29]([CH3:31])([CH3:30])[CH2:28][N:26]([CH3:27])[C:24]([C:9]1[N:8]([CH2:1][C:2]2[CH:3]=[CH:4][CH:5]=[CH:6][CH:7]=2)[C:12]([C:13]([F:16])([F:15])[F:14])=[CH:11][C:10]=1[C:17]1[CH:18]=[CH:19][C:20]([Cl:23])=[CH:21][CH:22]=1)=[O:25]. The yield is 0.460. (3) The reactants are [NH2:1][C:2]1[C:7]2[C:8](=[O:32])[N:9]([C:13]3[CH:18]=[CH:17][C:16]([N:19]4[CH2:23][CH2:22][N:21]([CH2:24][C:25]([O:27]CC)=[O:26])[C:20]4=[O:30])=[C:15]([CH3:31])[CH:14]=3)[CH2:10][CH2:11][O:12][C:6]=2[N:5]=[CH:4][N:3]=1.O[Li].O.Cl. The catalyst is O1CCOCC1.O. The product is [NH2:1][C:2]1[C:7]2[C:8](=[O:32])[N:9]([C:13]3[CH:18]=[CH:17][C:16]([N:19]4[CH2:23][CH2:22][N:21]([CH2:24][C:25]([OH:27])=[O:26])[C:20]4=[O:30])=[C:15]([CH3:31])[CH:14]=3)[CH2:10][CH2:11][O:12][C:6]=2[N:5]=[CH:4][N:3]=1. The yield is 0.118. (4) The reactants are [F:1][C:2]1[CH:7]=[CH:6][C:5]([B:8]([OH:10])[OH:9])=[CH:4][C:3]=1[C:11]([F:14])([F:13])[F:12].[CH2:15](O)[CH2:16]O. The catalyst is C1(C)C=CC=CC=1. The product is [F:1][C:2]1[CH:7]=[CH:6][C:5]([B:8]2[O:9][CH2:16][CH2:15][O:10]2)=[CH:4][C:3]=1[C:11]([F:14])([F:12])[F:13]. The yield is 1.00.